Dataset: NCI-60 drug combinations with 297,098 pairs across 59 cell lines. Task: Regression. Given two drug SMILES strings and cell line genomic features, predict the synergy score measuring deviation from expected non-interaction effect. (1) Drug 1: C1C(C(OC1N2C=C(C(=O)NC2=O)F)CO)O. Drug 2: CCN(CC)CCCC(C)NC1=C2C=C(C=CC2=NC3=C1C=CC(=C3)Cl)OC. Cell line: M14. Synergy scores: CSS=10.6, Synergy_ZIP=-3.18, Synergy_Bliss=1.28, Synergy_Loewe=-1.76, Synergy_HSA=-1.23. (2) Drug 1: C1C(C(OC1N2C=C(C(=O)NC2=O)F)CO)O. Drug 2: CC1C(C(CC(O1)OC2CC(CC3=C2C(=C4C(=C3O)C(=O)C5=C(C4=O)C(=CC=C5)OC)O)(C(=O)CO)O)N)O.Cl. Cell line: NCI/ADR-RES. Synergy scores: CSS=12.4, Synergy_ZIP=-2.82, Synergy_Bliss=-2.23, Synergy_Loewe=-0.940, Synergy_HSA=-1.29. (3) Drug 1: CS(=O)(=O)CCNCC1=CC=C(O1)C2=CC3=C(C=C2)N=CN=C3NC4=CC(=C(C=C4)OCC5=CC(=CC=C5)F)Cl. Drug 2: CN(CCCl)CCCl.Cl. Cell line: HOP-62. Synergy scores: CSS=11.2, Synergy_ZIP=-1.04, Synergy_Bliss=2.00, Synergy_Loewe=-7.81, Synergy_HSA=-4.21. (4) Drug 2: CCCCC(=O)OCC(=O)C1(CC(C2=C(C1)C(=C3C(=C2O)C(=O)C4=C(C3=O)C=CC=C4OC)O)OC5CC(C(C(O5)C)O)NC(=O)C(F)(F)F)O. Drug 1: C1C(C(OC1N2C=NC3=C(N=C(N=C32)Cl)N)CO)O. Synergy scores: CSS=36.5, Synergy_ZIP=-0.731, Synergy_Bliss=-1.43, Synergy_Loewe=-5.23, Synergy_HSA=-1.54. Cell line: SNB-75. (5) Drug 2: COC1=CC(=CC(=C1O)OC)C2C3C(COC3=O)C(C4=CC5=C(C=C24)OCO5)OC6C(C(C7C(O6)COC(O7)C8=CC=CS8)O)O. Cell line: A498. Synergy scores: CSS=48.3, Synergy_ZIP=-2.83, Synergy_Bliss=-1.73, Synergy_Loewe=0.890, Synergy_HSA=2.51. Drug 1: CC12CCC3C(C1CCC2=O)CC(=C)C4=CC(=O)C=CC34C.